This data is from NCI-60 drug combinations with 297,098 pairs across 59 cell lines. The task is: Regression. Given two drug SMILES strings and cell line genomic features, predict the synergy score measuring deviation from expected non-interaction effect. (1) Drug 1: CC1=C(C(CCC1)(C)C)C=CC(=CC=CC(=CC(=O)O)C)C. Drug 2: CC1C(C(CC(O1)OC2CC(CC3=C2C(=C4C(=C3O)C(=O)C5=C(C4=O)C(=CC=C5)OC)O)(C(=O)CO)O)N)O.Cl. Cell line: CAKI-1. Synergy scores: CSS=31.0, Synergy_ZIP=-1.58, Synergy_Bliss=0.990, Synergy_Loewe=-2.92, Synergy_HSA=2.31. (2) Drug 1: CC1=C(C=C(C=C1)C(=O)NC2=CC(=CC(=C2)C(F)(F)F)N3C=C(N=C3)C)NC4=NC=CC(=N4)C5=CN=CC=C5. Drug 2: C1=CC=C(C=C1)NC(=O)CCCCCCC(=O)NO. Cell line: SW-620. Synergy scores: CSS=4.45, Synergy_ZIP=-3.57, Synergy_Bliss=-2.37, Synergy_Loewe=-13.1, Synergy_HSA=-5.94.